This data is from Experimentally validated miRNA-target interactions with 360,000+ pairs, plus equal number of negative samples. The task is: Binary Classification. Given a miRNA mature sequence and a target amino acid sequence, predict their likelihood of interaction. (1) The miRNA is hsa-miR-202-3p with sequence AGAGGUAUAGGGCAUGGGAA. The protein sequence of the target gene is MTDTAEAVPKFEEMFASRFTENDKEYQEYLKRPPESPPIVEEWNSRAGGNQRNRGNRLQDNRQFRGRDNRWGWPSDNRSNQWHGRSWGNNYPQHRQEPYYPQQYGHYGYNQRPPYGYY. Result: 1 (interaction). (2) The miRNA is hsa-miR-1267 with sequence CCUGUUGAAGUGUAAUCCCCA. The protein sequence of the target gene is MLGKGGKRKFDEHEDGLEGKIVSPSDGPSRVSYTLQRQTIFNISLMKLYNHRPLTEPSLQKTVLINNMLRRIQEELKQEGSLRPAFTPSSQPSNSLSDSYQEAPPPAPHPCDLGSTTPLEACLTPASLLEDDNDDTFCTLQAVHPAAPTRLSSAALPAEKDSFSSALDEIEELCPTSTSTEAAHTAAPEGPKGTSSESSVQKPEGPEEGRTDDSRFMDSLPGNFEITTSTGFLTDLTLDDILFADIDTSMYDFDPCTSASGTASKMAPVSADDLLKTLAPYSNQPVAPSQPFKMDLTELD.... Result: 0 (no interaction). (3) The miRNA is hsa-miR-134-5p with sequence UGUGACUGGUUGACCAGAGGGG. The protein sequence of the target gene is MPKGGRKGGHKGRARQYTSPEEIDAQLQAEKQKAREEEEQKEGGDGAAGDPKKEKKSLDSDESEDEEDDYQQKRKGVEGLIDIENPNRVAQTTKKVTQLDLDGPKELSRREREEIEKQKAKERYMKMHLAGKTEQAKADLARLAIIRKQREEAARKKEEERKAKDDATLSGKRMQSLSLNK. Result: 0 (no interaction). (4) The miRNA is hsa-miR-4675 with sequence GGGGCUGUGAUUGACCAGCAGG. The protein sequence of the target gene is MELGHGAGTTTFTRAHLNDKEGQQDLDPWKAAYSSLDTSKFKNQGLSSPQPLPLGASAQGSSLGQCHLKEIPPPPPTAASRDSLGMDPQSRSLKNAGSRSSSRENRATSGEGAQPCQGTDDGPSLGAQDQRSTPTNQKGSIIPNNIRHKFGSNVVDQLVSEEQAQKAIDEVFEGQKRASSWPSRTQNPVEISSVFSDYYDLGYNMRSNLFRGAAEETKSLMKASYTPEVIEKSVRDLEHWHGRKTDDLGRWHQKNAMNLNLQKALEEKYGENSKSKSSKY. Result: 0 (no interaction). (5) The miRNA is mmu-miR-7b-5p with sequence UGGAAGACUUGUGAUUUUGUUGUU. The protein sequence of the target gene is MAENADDDLNSNLLHAPYLTGDPQLDTAIGQWLRWDKNPKTKEQIENLLRNGMNKELRDRLCCRMTFGTAGLRSAMGAGFCYINDLTVIQSTQGMYKYLERCFSDFKQRGFVVGYDTRGQVTSSCSSQRLAKLTAAVLLAKDIPVYLFSRYVPTPFVPYAVQELKAVAGVMITASHNRKEDNGYKVYWETGAQITSPHDKEILKCIEECVEPWNDSWNDNLVDTSPLKKDPLQDICKKYMEDLKKICFYRDLNSKTTLKFVHTSFHGVGHDYVQLAFQVFGFKPPIPVPEQKDPDPDFST.... Result: 1 (interaction). (6) Result: 1 (interaction). The miRNA is hsa-miR-371b-5p with sequence ACUCAAAAGAUGGCGGCACUUU. The protein sequence of the target gene is MRGSHRAAPALRPRGRLWPVLAVLAAAAAAGCAQAAMDECTDEGGRPQRCMPEFVNAAFNVTVVATNTCGTPPEEYCVQTGVTGVTKSCHLCDAGQPHLQHGAAFLTDYNNQADTTWWQSQTMLAGVQYPSSINLTLHLGKAFDITYVRLKFHTSRPESFAIYKRTREDGPWIPYQYYSGSCENTYSKANRGFIRTGGDEQQALCTDEFSDISPLTGGNVAFSTLEGRPSAYNFDNSPVLQEWVTATDIRVTLNRLNTFGDEVFNDPKVLKSYYYAISDFAVGGRCKCNGHASECMKNEF.... (7) The miRNA is hsa-miR-6781-3p with sequence UGCCUCUUUUCCACGGCCUCAG. The protein sequence of the target gene is MKQLPVLEPGDKPRKATWYTLTVPGDSPCARVGHSCSYLPPVGNAKRGKVFIVGGANPNRSFSDVHTMDLGKHQWDLDTCKGLLPRYEHASFIPSCTPDRIWVFGGANQSGNRNCLQVLNPETRTWTTPEVTSPPPSPRTFHTSSAAIGNQLYVFGGGERGAQPVQDTKLHVFDANTLTWSQPETLGNPPSPRHGHVMVAAGTKLFIHGGLAGDRFYDDLHCIDISDMKWQKLNPTGAAPAGCAAHSAVAMGKHVYIFGGMTPAGALDTMYQYHTEEQHWTLLKFDTLLPPGRLDHSMCI.... Result: 0 (no interaction). (8) The miRNA is hsa-miR-34b-5p with sequence UAGGCAGUGUCAUUAGCUGAUUG. The protein sequence of the target gene is MGVQGFQEFLEKRCPGAVVPVDLLKLARTVSRQQQQQHLHRQLPPTAALAPGAPRAARGSVPLQPPLPPAALGAYSGGAGPIRHHHPAHHFHHHGQAQPGLHPPLPPPPPPQLPGARVLVDAGSALPRLYGGYQTDWVCGGQWNAMLGYLSALCQACAYPGGDGLELVVMFPGGLGKDRLAEWGRRCQAERQTAQLIVGHVGNKGTPPPRAWFLPPACLSHCVRLALIRFRVKVFQSLEDHHLEVVAFFRENGFHGLLAHDSEYALYNIPSYYSSHALKLSWNGKNLTTNQFLMQEVAKQ.... Result: 0 (no interaction). (9) The miRNA is hsa-miR-591 with sequence AGACCAUGGGUUCUCAUUGU. The protein sequence of the target gene is MRIEKCYFCSGPIYPGHGMMFVRNDCKVFRFCKSKCHKNFKKKRNPRKVRWTKAFRKAAGKELTVDNSFEFEKRRNEPIKYQRELWNKTIDAMKRVEEIKQKRQAKFIMNRLKKNKELQKVQDIKEVKQNIHLIRAPLAGKGKQLEEKMVQQLQEDVDMEDAP. Result: 0 (no interaction).